From a dataset of NCI-60 drug combinations with 297,098 pairs across 59 cell lines. Regression. Given two drug SMILES strings and cell line genomic features, predict the synergy score measuring deviation from expected non-interaction effect. (1) Drug 1: CC12CCC3C(C1CCC2=O)CC(=C)C4=CC(=O)C=CC34C. Drug 2: CCC1=C2CN3C(=CC4=C(C3=O)COC(=O)C4(CC)O)C2=NC5=C1C=C(C=C5)O. Cell line: LOX IMVI. Synergy scores: CSS=42.4, Synergy_ZIP=1.52, Synergy_Bliss=-0.340, Synergy_Loewe=-2.26, Synergy_HSA=2.54. (2) Drug 1: CC1=CC2C(CCC3(C2CCC3(C(=O)C)OC(=O)C)C)C4(C1=CC(=O)CC4)C. Drug 2: CC12CCC3C(C1CCC2OP(=O)(O)O)CCC4=C3C=CC(=C4)OC(=O)N(CCCl)CCCl.[Na+]. Cell line: LOX IMVI. Synergy scores: CSS=0.932, Synergy_ZIP=-5.04, Synergy_Bliss=-10.1, Synergy_Loewe=-10.3, Synergy_HSA=-8.93. (3) Drug 1: CC1OCC2C(O1)C(C(C(O2)OC3C4COC(=O)C4C(C5=CC6=C(C=C35)OCO6)C7=CC(=C(C(=C7)OC)O)OC)O)O. Cell line: NCI-H460. Synergy scores: CSS=43.2, Synergy_ZIP=3.99, Synergy_Bliss=3.20, Synergy_Loewe=-19.9, Synergy_HSA=2.79. Drug 2: C1CC(=O)NC(=O)C1N2C(=O)C3=CC=CC=C3C2=O. (4) Drug 1: CS(=O)(=O)CCNCC1=CC=C(O1)C2=CC3=C(C=C2)N=CN=C3NC4=CC(=C(C=C4)OCC5=CC(=CC=C5)F)Cl. Drug 2: C1C(C(OC1N2C=NC3=C2NC=NCC3O)CO)O. Cell line: BT-549. Synergy scores: CSS=0.831, Synergy_ZIP=0.0845, Synergy_Bliss=0.808, Synergy_Loewe=-2.88, Synergy_HSA=-1.66. (5) Drug 1: C1CNP(=O)(OC1)N(CCCl)CCCl. Drug 2: N.N.Cl[Pt+2]Cl. Cell line: HS 578T. Synergy scores: CSS=16.9, Synergy_ZIP=-6.60, Synergy_Bliss=-1.56, Synergy_Loewe=-10.4, Synergy_HSA=-0.193. (6) Cell line: 786-0. Drug 2: CN(C(=O)NC(C=O)C(C(C(CO)O)O)O)N=O. Drug 1: CC1=C2C(C(=O)C3(C(CC4C(C3C(C(C2(C)C)(CC1OC(=O)C(C(C5=CC=CC=C5)NC(=O)OC(C)(C)C)O)O)OC(=O)C6=CC=CC=C6)(CO4)OC(=O)C)O)C)O. Synergy scores: CSS=-3.57, Synergy_ZIP=1.78, Synergy_Bliss=2.45, Synergy_Loewe=-3.12, Synergy_HSA=-3.12.